This data is from Forward reaction prediction with 1.9M reactions from USPTO patents (1976-2016). The task is: Predict the product of the given reaction. (1) Given the reactants [NH:1]1[CH:5]=[C:4]([C:6]([OH:8])=O)[N:3]=[N:2]1.CCN(C(C)C)C(C)C.CN(C(ON1N=NC2C=CC=NC1=2)=[N+](C)C)C.F[P-](F)(F)(F)(F)F.[CH3:42][O:43][C:44]([CH2:46][O:47][C:48](=[O:69])[C@@:49]([CH2:67][OH:68])([CH3:66])[CH2:50][C@H:51]([NH2:65])[CH2:52][C:53]1[CH:58]=[CH:57][C:56]([C:59]2[CH:64]=[CH:63][CH:62]=[CH:61][CH:60]=2)=[CH:55][CH:54]=1)=[O:45], predict the reaction product. The product is: [CH3:42][O:43][C:44]([CH2:46][O:47][C:48](=[O:69])[C@@:49]([CH2:67][OH:68])([CH3:66])[CH2:50][C@H:51]([NH:65][C:6]([C:4]1[NH:3][N:2]=[N:1][CH:5]=1)=[O:8])[CH2:52][C:53]1[CH:54]=[CH:55][C:56]([C:59]2[CH:64]=[CH:63][CH:62]=[CH:61][CH:60]=2)=[CH:57][CH:58]=1)=[O:45]. (2) Given the reactants [F:1][C:2]1[CH:3]=C([CH:7]=[C:8]([O:10][C:11]2[CH:12]=[N:13][CH:14]=[N:15][CH:16]=2)[CH:9]=1)C#N.[OH-:17].[Na+].Cl.[CH2:20]([OH:22])[CH3:21], predict the reaction product. The product is: [F:1][C:2]1[CH:3]=[C:21]([CH:7]=[C:8]([O:10][C:11]2[CH:12]=[N:13][CH:14]=[N:15][CH:16]=2)[CH:9]=1)[C:20]([OH:17])=[O:22]. (3) Given the reactants Cl[C:2]1[N:7]=[C:6]([NH:8][CH2:9][C:10]([CH3:13])([CH3:12])[CH3:11])[C:5]([CH2:14][NH:15][C:16](=[O:26])[CH2:17][C:18]2[CH:23]=[CH:22][C:21]([O:24][CH3:25])=[CH:20][CH:19]=2)=[CH:4][N:3]=1.[C-]#N.[K+].[N:30]12CCN(CC1)C[CH2:31]2, predict the reaction product. The product is: [C:31]([C:2]1[N:7]=[C:6]([NH:8][CH2:9][C:10]([CH3:13])([CH3:12])[CH3:11])[C:5]([CH2:14][NH:15][C:16](=[O:26])[CH2:17][C:18]2[CH:23]=[CH:22][C:21]([O:24][CH3:25])=[CH:20][CH:19]=2)=[CH:4][N:3]=1)#[N:30].